From a dataset of NCI-60 drug combinations with 297,098 pairs across 59 cell lines. Regression. Given two drug SMILES strings and cell line genomic features, predict the synergy score measuring deviation from expected non-interaction effect. Drug 1: CN(C)C1=NC(=NC(=N1)N(C)C)N(C)C. Drug 2: C1=CC(=CC=C1C#N)C(C2=CC=C(C=C2)C#N)N3C=NC=N3. Cell line: HOP-62. Synergy scores: CSS=0.646, Synergy_ZIP=1.62, Synergy_Bliss=2.45, Synergy_Loewe=1.33, Synergy_HSA=-2.78.